Dataset: Full USPTO retrosynthesis dataset with 1.9M reactions from patents (1976-2016). Task: Predict the reactants needed to synthesize the given product. (1) Given the product [Si:1]([O:8][C:9]1[CH:10]=[C:11]2[C:15](=[CH:16][CH:17]=1)[N:14]([CH:25]1[CH2:26][CH2:27][CH2:28][CH2:29][O:24]1)[N:13]=[C:12]2[I:18])([C:4]([CH3:7])([CH3:5])[CH3:6])([CH3:3])[CH3:2], predict the reactants needed to synthesize it. The reactants are: [Si:1]([O:8][C:9]1[CH:10]=[C:11]2[C:15](=[CH:16][CH:17]=1)[NH:14][N:13]=[C:12]2[I:18])([C:4]([CH3:7])([CH3:6])[CH3:5])([CH3:3])[CH3:2].CS(O)(=O)=O.[O:24]1[CH:29]=[CH:28][CH2:27][CH2:26][CH2:25]1. (2) Given the product [C:27]([C@@H:26]([NH:25][C:10](=[O:12])[C@@H:9]([NH:8][C:6]([O:5][C:1]([CH3:2])([CH3:4])[CH3:3])=[O:7])[CH2:13][C:14]1[C:23]2[C:18](=[CH:19][CH:20]=[CH:21][CH:22]=2)[CH:17]=[CH:16][CH:15]=1)[CH2:30][CH:31]([CH3:32])[CH3:34])(=[O:28])[NH2:29], predict the reactants needed to synthesize it. The reactants are: [C:1]([O:5][C:6]([NH:8][C@@H:9]([CH2:13][C:14]1[C:23]2[C:18](=[CH:19][CH:20]=[CH:21][CH:22]=2)[CH:17]=[CH:16][CH:15]=1)[C:10]([OH:12])=O)=[O:7])([CH3:4])([CH3:3])[CH3:2].Cl.[NH2:25][C@@H:26]([C@@H:30](C)[CH2:31][CH3:32])[C:27]([NH2:29])=[O:28].[CH3:34]CN=C=NCCCN(C)C.Cl.C1C=CC2N(O)N=NC=2C=1.CCN(C(C)C)C(C)C. (3) Given the product [CH3:1][O:2][C:3]1[C:14]([O:15][CH3:16])=[CH:13][C:6]2[CH2:7][C:8](=[O:12])[N:9]([CH2:20][CH2:21][CH2:22][N:23]([CH3:31])[C:24](=[O:30])[O:25][C:26]([CH3:29])([CH3:28])[CH3:27])[CH:10]=[CH:11][C:5]=2[CH:4]=1, predict the reactants needed to synthesize it. The reactants are: [CH3:1][O:2][C:3]1[C:14]([O:15][CH3:16])=[CH:13][C:6]2[CH2:7][C:8](=[O:12])[NH:9][CH:10]=[CH:11][C:5]=2[CH:4]=1.[H-].[Na+].Cl[CH2:20][CH2:21][CH2:22][N:23]([CH3:31])[C:24](=[O:30])[O:25][C:26]([CH3:29])([CH3:28])[CH3:27]. (4) Given the product [F:23][C:24]1[CH:32]=[C:31]2[C:27]([C:28]([CH2:33][CH2:34][NH:35][C:36](=[O:38])[CH3:37])=[C:29]([CH:15]([C:3]3[C:4](=[O:14])[O:5][C:6]([CH3:13])([C:7]4[CH:12]=[CH:11][CH:10]=[CH:9][CH:8]=4)[C:2]=3[OH:1])[C:16]3[CH:21]=[CH:20][CH:19]=[CH:18][CH:17]=3)[NH:30]2)=[CH:26][CH:25]=1, predict the reactants needed to synthesize it. The reactants are: [OH:1][C:2]1[C:6]([CH3:13])([C:7]2[CH:12]=[CH:11][CH:10]=[CH:9][CH:8]=2)[O:5][C:4](=[O:14])[CH:3]=1.[CH:15](=O)[C:16]1[CH:21]=[CH:20][CH:19]=[CH:18][CH:17]=1.[F:23][C:24]1[CH:32]=[C:31]2[C:27]([C:28]([CH2:33][CH2:34][NH:35][C:36](=[O:38])[CH3:37])=[CH:29][NH:30]2)=[CH:26][CH:25]=1. (5) Given the product [CH2:23]([O:30][C:31](=[O:51])[CH2:32][C:33]1([OH:50])[CH2:38][CH2:37][CH:36]([N:39]([C:16]([O:18][C:19]([CH3:20])([CH3:21])[CH3:22])=[O:17])[CH2:40][CH2:41][NH:42][C:43]([O:45][C:46]([CH3:47])([CH3:48])[CH3:49])=[O:44])[CH2:35][CH2:34]1)[C:24]1[CH:29]=[CH:28][CH:27]=[CH:26][CH:25]=1, predict the reactants needed to synthesize it. The reactants are: C(N(CC)CC)C.[C:16](O[C:16]([O:18][C:19]([CH3:22])([CH3:21])[CH3:20])=[O:17])([O:18][C:19]([CH3:22])([CH3:21])[CH3:20])=[O:17].[CH2:23]([O:30][C:31](=[O:51])[CH2:32][C:33]1([OH:50])[CH2:38][CH2:37][CH:36]([NH:39][CH2:40][CH2:41][NH:42][C:43]([O:45][C:46]([CH3:49])([CH3:48])[CH3:47])=[O:44])[CH2:35][CH2:34]1)[C:24]1[CH:29]=[CH:28][CH:27]=[CH:26][CH:25]=1. (6) Given the product [F:41][C:37]1[N:36]2[CH:42]=[C:33]([CH2:32][N:11]([C@@H:9]([C:6]3[CH:5]=[CH:4][C:3]([O:2][CH3:1])=[CH:8][CH:7]=3)[CH3:10])[C@H:12]3[C:21]4[N:20]=[CH:19][CH:18]=[CH:17][C:16]=4[CH2:15][CH2:14][CH2:13]3)[N:34]=[C:35]2[CH:40]=[CH:39][CH:38]=1, predict the reactants needed to synthesize it. The reactants are: [CH3:1][O:2][C:3]1[CH:8]=[CH:7][C:6]([C@H:9]([NH:11][C@H:12]2[C:21]3[N:20]=[CH:19][CH:18]=[CH:17][C:16]=3[CH2:15][CH2:14][CH2:13]2)[CH3:10])=[CH:5][CH:4]=1.C(N(CC)C(C)C)(C)C.Cl[CH2:32][C:33]1[N:34]=[C:35]2[CH:40]=[CH:39][CH:38]=[C:37]([F:41])[N:36]2[CH:42]=1.[I-].[K+].